Dataset: Forward reaction prediction with 1.9M reactions from USPTO patents (1976-2016). Task: Predict the product of the given reaction. Given the reactants [CH2:1]([OH:8])[C:2]1[CH:7]=[CH:6][CH:5]=[CH:4][CH:3]=1.[H-].[Na+].[CH2:11]([O:13][C:14](=[O:23])[C:15]1[C:20](F)=[CH:19][N:18]=[C:17]([Br:22])[CH:16]=1)[CH3:12].O, predict the reaction product. The product is: [CH2:11]([O:13][C:14](=[O:23])[C:15]1[C:20]([O:8][CH2:1][C:2]2[CH:7]=[CH:6][CH:5]=[CH:4][CH:3]=2)=[CH:19][N:18]=[C:17]([Br:22])[CH:16]=1)[CH3:12].